Dataset: Forward reaction prediction with 1.9M reactions from USPTO patents (1976-2016). Task: Predict the product of the given reaction. (1) Given the reactants [Li]C(CC)C.[O:6]1[C:10]2[CH:11]=[CH:12][CH:13]=[CH:14][C:9]=2[CH2:8][CH2:7]1.CN(C)CCN(C)C.CN([CH:26]=[O:27])C, predict the reaction product. The product is: [O:6]1[C:10]2[C:11]([CH:26]=[O:27])=[CH:12][CH:13]=[CH:14][C:9]=2[CH2:8][CH2:7]1. (2) Given the reactants [C:1]([N:5]1[CH2:10][CH2:9][CH:8]([NH:11][C:12]2[CH:21]=[C:20]3[C:15]([CH2:16][N:17](CC4C=CC(OC)=CC=4)[C:18](=[O:30])[N:19]3[C:22]3[C:27]([Cl:28])=[CH:26][CH:25]=[CH:24][C:23]=3[Cl:29])=[C:14]([C:40]3[CH:45]=[CH:44][CH:43]=[CH:42][C:41]=3[Cl:46])[CH:13]=2)[CH2:7][CH2:6]1)([CH3:4])([CH3:3])[CH3:2].FC(F)(F)C([O-])=O, predict the reaction product. The product is: [C:1]([N:5]1[CH2:10][CH2:9][CH:8]([NH:11][C:12]2[CH:21]=[C:20]3[C:15]([CH2:16][NH:17][C:18](=[O:30])[N:19]3[C:22]3[C:27]([Cl:28])=[CH:26][CH:25]=[CH:24][C:23]=3[Cl:29])=[C:14]([C:40]3[CH:45]=[CH:44][CH:43]=[CH:42][C:41]=3[Cl:46])[CH:13]=2)[CH2:7][CH2:6]1)([CH3:4])([CH3:2])[CH3:3]. (3) Given the reactants [CH3:1][O:2][C:3](=[O:21])[CH2:4][CH2:5][C:6]1[CH:11]=[CH:10][C:9]([O:12][C:13]2[CH:18]=[CH:17][CH:16]=[C:15]([OH:19])[CH:14]=2)=[CH:8][C:7]=1[CH3:20].[Br:22][C:23]1[CH:24]=[C:25]([C:30]([F:33])([F:32])[F:31])[CH:26]=[CH:27][C:28]=1F.C(=O)([O-])[O-].[K+].[K+].Cl, predict the reaction product. The product is: [CH3:1][O:2][C:3](=[O:21])[CH2:4][CH2:5][C:6]1[CH:11]=[CH:10][C:9]([O:12][C:13]2[CH:18]=[CH:17][CH:16]=[C:15]([O:19][C:28]3[CH:27]=[CH:26][C:25]([C:30]([F:33])([F:32])[F:31])=[CH:24][C:23]=3[Br:22])[CH:14]=2)=[CH:8][C:7]=1[CH3:20]. (4) Given the reactants [OH:1][CH2:2][CH2:3][O:4][CH2:5][CH2:6][NH:7][C:8]([C:10]1[CH:11]=[C:12]([CH:17]=[CH:18][CH:19]=1)[C:13]([O:15]C)=[O:14])=[O:9].O.[OH-].[Li+], predict the reaction product. The product is: [OH:1][CH2:2][CH2:3][O:4][CH2:5][CH2:6][NH:7][C:8]([C:10]1[CH:11]=[C:12]([CH:17]=[CH:18][CH:19]=1)[C:13]([OH:15])=[O:14])=[O:9]. (5) Given the reactants Br[C:2]1[CH:7]=[CH:6][CH:5]=[CH:4][C:3]=1[CH2:8][C:9]([O-:11])=[O:10].[Cl:12][C:13]1[CH:18]=[CH:17][C:16]([OH:19])=[CH:15][CH:14]=1.C(=O)([O-])[O-].[Cs+].[Cs+].CN(C)CC(O)=O.Cl, predict the reaction product. The product is: [Cl:12][C:13]1[CH:18]=[CH:17][C:16]([O:19][C:2]2[CH:7]=[CH:6][CH:5]=[CH:4][C:3]=2[CH2:8][C:9]([OH:11])=[O:10])=[CH:15][CH:14]=1. (6) Given the reactants [OH-].[Na+].C([O:5][C:6]([CH:8]1[CH2:13][CH2:12][N:11]([S:14]([C:17]2[N:18](S(C3C=CC=CC=3)(=O)=O)[C:19]3[C:24]([CH:25]=2)=[CH:23][C:22]([Cl:26])=[CH:21][CH:20]=3)(=[O:16])=[O:15])[CH2:10][CH2:9]1)=[O:7])C.C(#N)C, predict the reaction product. The product is: [Cl:26][C:22]1[CH:23]=[C:24]2[C:19](=[CH:20][CH:21]=1)[NH:18][C:17]([S:14]([N:11]1[CH2:12][CH2:13][CH:8]([C:6]([OH:7])=[O:5])[CH2:9][CH2:10]1)(=[O:15])=[O:16])=[CH:25]2. (7) Given the reactants Br[C:2]1[CH:11]=[N:10][C:9]2[N:8]([CH2:12][C:13]3[CH:18]=[CH:17][C:16]([O:19][CH3:20])=[CH:15][CH:14]=3)[C:7](=[O:21])[N:6]3[N:22]=[CH:23][N:24]=[C:5]3[C:4]=2[CH:3]=1.[CH3:25][C:26]1[CH:27]=[CH:28][C:29](=[O:32])[NH:30][N:31]=1.N[C@@H]1CCCC[C@H]1N.C([O-])([O-])=O.[Cs+].[Cs+], predict the reaction product. The product is: [CH3:20][O:19][C:16]1[CH:17]=[CH:18][C:13]([CH2:12][N:8]2[C:9]3[N:10]=[CH:11][C:2]([N:30]4[C:29](=[O:32])[CH:28]=[CH:27][C:26]([CH3:25])=[N:31]4)=[CH:3][C:4]=3[C:5]3=[N:24][CH:23]=[N:22][N:6]3[C:7]2=[O:21])=[CH:14][CH:15]=1.